Dataset: Drug half-life prediction data from Obach et al.. Task: Regression/Classification. Given a drug SMILES string, predict its absorption, distribution, metabolism, or excretion properties. Task type varies by dataset: regression for continuous measurements (e.g., permeability, clearance, half-life) or binary classification for categorical outcomes (e.g., BBB penetration, CYP inhibition). For this dataset (half_life_obach), we predict log10(half-life) (log10 of half-life in hours). (1) The molecule is CC[C@H]1OC(=O)[C@H](C)[C@@H](O[C@H]2C[C@@](C)(OC)[C@@H](O)[C@H](C)O2)[C@H](C)[C@@H](O[C@@H]2O[C@H](C)C[C@H](N(C)C)[C@H]2O)[C@](C)(O)C[C@@H](C)C(=O)[C@H](C)[C@@H](O)[C@]1(C)O. The log10(half-life) is 0.300. (2) The molecule is CC(C)[C@@H](CC[C@@H](C)[C@H]1CC[C@H]2[C@H]3[C@H](CC[C@@]21C)[C@@]1(C)CC[C@H](NCCCNCCCCN)C[C@@H]1C[C@H]3O)OS(=O)(=O)O. The log10(half-life) is 0.980.